Dataset: Forward reaction prediction with 1.9M reactions from USPTO patents (1976-2016). Task: Predict the product of the given reaction. Given the reactants [Cl:1][C:2]1[C:19]([C:20]([F:23])([F:22])[F:21])=[CH:18][CH:17]=[CH:16][C:3]=1[C:4]([NH:6][C@@H:7]([C:10]1[CH:15]=[CH:14][CH:13]=[CH:12][CH:11]=1)[CH:8]=O)=[O:5].[CH:24]([NH2:27])([CH3:26])[CH3:25].C(O[BH-](OC(=O)C)OC(=O)C)(=O)C.[Na+].C(O)(=O)C.C(=O)([O-])O.[Na+], predict the reaction product. The product is: [Cl:1][C:2]1[C:19]([C:20]([F:23])([F:22])[F:21])=[CH:18][CH:17]=[CH:16][C:3]=1[C:4]([NH:6][C@@H:7]([C:10]1[CH:15]=[CH:14][CH:13]=[CH:12][CH:11]=1)[CH2:8][NH:27][CH:24]([CH3:26])[CH3:25])=[O:5].